From a dataset of Reaction yield outcomes from USPTO patents with 853,638 reactions. Predict the reaction yield, written as a fraction of the theoretical maximum amount of product (1.0 means a 100% yield; for example, 0.34 means a 34% yield). (1) The reactants are [CH3:1][N:2]([CH3:19])[CH2:3][CH2:4][O:5][C:6]1[CH:11]=[CH:10][C:9]([NH2:12])=[CH:8][C:7]=1[C:13]1[N:14]([CH3:18])[N:15]=[CH:16][CH:17]=1.C(Cl)Cl.Cl[C:24](OC1C=CC([N+]([O-])=O)=CC=1)=[O:25].[NH2:36][C:37]1[CH:47]=[CH:46][C:40]2[O:41][C:42]([F:45])([F:44])[O:43][C:39]=2[CH:38]=1. No catalyst specified. The product is [F:44][C:42]1([F:45])[O:41][C:40]2[CH:46]=[CH:47][C:37]([NH:36][C:24]([NH:12][C:9]3[CH:10]=[CH:11][C:6]([O:5][CH2:4][CH2:3][N:2]([CH3:19])[CH3:1])=[C:7]([C:13]4[N:14]([CH3:18])[N:15]=[CH:16][CH:17]=4)[CH:8]=3)=[O:25])=[CH:38][C:39]=2[O:43]1. The yield is 0.140. (2) The reactants are Cl[S:2]([N:5]=[C:6]=[O:7])(=[O:4])=[O:3].[C:8]([OH:12])([CH3:11])([CH3:10])[CH3:9].[CH2:13]([O:15][C:16](=[O:34])[CH2:17][NH:18][CH2:19][C:20]1[CH:25]=[CH:24][C:23]([O:26][CH2:27][C:28]2[CH:33]=[CH:32][CH:31]=[CH:30][CH:29]=2)=[CH:22][CH:21]=1)[CH3:14].CCCCCC.C(OC(=O)C)C. The catalyst is C(Cl)Cl. The product is [CH2:13]([O:15][C:16](=[O:34])[CH2:17][N:18]([CH2:19][C:20]1[CH:25]=[CH:24][C:23]([O:26][CH2:27][C:28]2[CH:33]=[CH:32][CH:31]=[CH:30][CH:29]=2)=[CH:22][CH:21]=1)[S:2]([NH:5][C:6]([O:12][C:8]([CH3:11])([CH3:10])[CH3:9])=[O:7])(=[O:4])=[O:3])[CH3:14]. The yield is 0.960. (3) The reactants are F[C:2]1[CH:7]=[CH:6][C:5]([N+:8]([O-:10])=[O:9])=[CH:4][C:3]=1[O:11][CH3:12].[NH:13]([CH2:17][CH2:18][OH:19])[CH2:14][CH2:15][OH:16]. The catalyst is CS(C)=O. The product is [OH:16][CH2:15][CH2:14][N:13]([C:2]1[CH:7]=[CH:6][C:5]([N+:8]([O-:10])=[O:9])=[CH:4][C:3]=1[O:11][CH3:12])[CH2:17][CH2:18][OH:19]. The yield is 0.0600. (4) The reactants are C(N(CC)CC)C.[CH2:8]([O:10][C:11]([C:13]1[C:18](O)=[CH:17][C:16](=[O:20])[N:15]([CH3:21])[CH:14]=1)=[O:12])[CH3:9].O=P(Cl)(Cl)[Cl:24]. No catalyst specified. The product is [CH2:8]([O:10][C:11]([C:13]1[C:18]([Cl:24])=[CH:17][C:16](=[O:20])[N:15]([CH3:21])[CH:14]=1)=[O:12])[CH3:9]. The yield is 0.670.